This data is from Catalyst prediction with 721,799 reactions and 888 catalyst types from USPTO. The task is: Predict which catalyst facilitates the given reaction. (1) Reactant: [Si:1]([O:8][CH2:9][C@H:10]1[CH2:14][CH2:13][C:12](=[O:15])[N:11]1[CH2:16][C:17]1[S:18][CH:19]=[C:20](/[CH:22]=[CH:23]/[C:24]([OH:26])=[O:25])[N:21]=1)([C:4]([CH3:7])([CH3:6])[CH3:5])([CH3:3])[CH3:2].[CH2:27](I)[CH2:28][CH2:29][CH3:30].C(=O)([O-])[O-].[K+].[K+].O. Product: [Si:1]([O:8][CH2:9][C@H:10]1[CH2:14][CH2:13][C:12](=[O:15])[N:11]1[CH2:16][C:17]1[S:18][CH:19]=[C:20](/[CH:22]=[CH:23]/[C:24]([O:26][CH2:27][CH2:28][CH2:29][CH3:30])=[O:25])[N:21]=1)([C:4]([CH3:7])([CH3:5])[CH3:6])([CH3:2])[CH3:3]. The catalyst class is: 9. (2) Reactant: C(OC([N:8]([CH2:19][CH2:20][C:21]1[CH:26]=[CH:25][C:24]([S:27]([C:30]2[CH:43]=[CH:42][C:33]([O:34][CH2:35][C:36]([O:38][CH:39]([CH3:41])[CH3:40])=[O:37])=[CH:32][CH:31]=2)(=[O:29])=[O:28])=[CH:23][CH:22]=1)[CH2:9][C@@H:10]([C:12]1[CH:17]=[CH:16][CH:15]=[C:14]([Cl:18])[CH:13]=1)[OH:11])=O)(C)(C)C.Cl. Product: [ClH:18].[Cl:18][C:14]1[CH:13]=[C:12]([C@@H:10]([OH:11])[CH2:9][NH:8][CH2:19][CH2:20][C:21]2[CH:22]=[CH:23][C:24]([S:27]([C:30]3[CH:31]=[CH:32][C:33]([O:34][CH2:35][C:36]([O:38][CH:39]([CH3:41])[CH3:40])=[O:37])=[CH:42][CH:43]=3)(=[O:28])=[O:29])=[CH:25][CH:26]=2)[CH:17]=[CH:16][CH:15]=1. The catalyst class is: 684. (3) Reactant: C(O[C:6]([N:8](C)[NH:9][C:10]([O:12][CH2:13][C:14]1[CH:19]=[CH:18][CH:17]=[CH:16][CH:15]=1)=[O:11])=O)(C)(C)C.C(OCC)(=O)C.[ClH:27]. The catalyst class is: 13. Product: [ClH:27].[CH2:13]([O:12][C:10]([NH:9][NH:8][CH3:6])=[O:11])[C:14]1[CH:19]=[CH:18][CH:17]=[CH:16][CH:15]=1. (4) Reactant: [I:1][C:2]1[C:3]([S:11][C:12]2[NH:13][C:14]3[C:19]([N:20]=2)=[C:18]([NH2:21])[N:17]=[CH:16][N:15]=3)=[CH:4][C:5]2[O:9][CH2:8][O:7][C:6]=2[CH:10]=1.O.[CH2:23](OS(C1C=CC(C)=CC=1)(=O)=O)[CH2:24][CH2:25][CH3:26].C([O-])([O-])=O.[Cs+].[Cs+]. Product: [CH2:23]([N:13]1[C:12]([S:11][C:3]2[C:2]([I:1])=[CH:10][C:6]3[O:7][CH2:8][O:9][C:5]=3[CH:4]=2)=[N:20][C:19]2[C:14]1=[N:15][CH:16]=[N:17][C:18]=2[NH2:21])[CH2:24][CH2:25][CH3:26]. The catalyst class is: 3. (5) The catalyst class is: 6. Reactant: [F:1][C:2]([F:18])([C:8]1[CH:13]=[CH:12][CH:11]=[CH:10][C:9]=1[O:14][CH2:15][O:16][CH3:17])[C:3]([O:5]CC)=[O:4].CO.O1CCCC1.O.[OH-].[Li+]. Product: [F:1][C:2]([F:18])([C:8]1[CH:13]=[CH:12][CH:11]=[CH:10][C:9]=1[O:14][CH2:15][O:16][CH3:17])[C:3]([OH:5])=[O:4]. (6) Reactant: C(OC([N:8]1[CH2:13][CH2:12][N:11](C(OC(C)(C)C)=O)[CH2:10][C@@H:9]1[C:21]1[CH:26]=[CH:25][C:24]([C:27]2[CH:32]=[CH:31][C:30]([O:33][CH3:34])=[CH:29][CH:28]=2)=[CH:23][CH:22]=1)=O)(C)(C)C.[ClH:35]. Product: [ClH:35].[ClH:35].[CH3:34][O:33][C:30]1[CH:31]=[CH:32][C:27]([C:24]2[CH:23]=[CH:22][C:21]([C@H:9]3[CH2:10][NH:11][CH2:12][CH2:13][NH:8]3)=[CH:26][CH:25]=2)=[CH:28][CH:29]=1. The catalyst class is: 96. (7) Reactant: Br[CH2:2][CH2:3][O:4][C:5]1[CH:14]=[C:13]2[C:8]([C:9]([S:15][CH3:16])=[N:10][CH:11]=[N:12]2)=[CH:7][CH:6]=1.[C:17]([N:20]1[CH2:25][CH2:24][NH:23][CH2:22][CH2:21]1)(=[O:19])[CH3:18].O.[OH-].[Na+]. Product: [C:17]([N:20]1[CH2:25][CH2:24][N:23]([CH2:2][CH2:3][O:4][C:5]2[CH:14]=[C:13]3[C:8]([C:9]([S:15][CH3:16])=[N:10][CH:11]=[N:12]3)=[CH:7][CH:6]=2)[CH2:22][CH2:21]1)(=[O:19])[CH3:18]. The catalyst class is: 13.